This data is from Full USPTO retrosynthesis dataset with 1.9M reactions from patents (1976-2016). The task is: Predict the reactants needed to synthesize the given product. (1) Given the product [CH2:1]([N:8]1[C:16]2[C:11](=[N:12][CH:13]=[C:14]([C:26]([NH2:27])=[O:30])[C:15]=2[O:17][CH2:18][C:19]2[CH:20]=[CH:21][C:22]([F:25])=[CH:23][CH:24]=2)[C:10]([CH3:28])=[C:9]1[CH3:29])[C:2]1[CH:7]=[CH:6][CH:5]=[CH:4][CH:3]=1, predict the reactants needed to synthesize it. The reactants are: [CH2:1]([N:8]1[C:16]2[C:11](=[N:12][CH:13]=[C:14]([C:26]#[N:27])[C:15]=2[O:17][CH2:18][C:19]2[CH:24]=[CH:23][C:22]([F:25])=[CH:21][CH:20]=2)[C:10]([CH3:28])=[C:9]1[CH3:29])[C:2]1[CH:7]=[CH:6][CH:5]=[CH:4][CH:3]=1.[OH-:30].[K+]. (2) Given the product [CH2:21]([O:20][CH:18]1[CH2:17][C@@H:16]([O:28][Si:29]([C:32]([CH3:35])([CH3:33])[CH3:34])([CH3:30])[CH3:31])[C:15](=[CH2:1])[C@H:14]([O:13][Si:6]([C:9]([CH3:10])([CH3:11])[CH3:12])([CH3:8])[CH3:7])[CH2:19]1)[C:22]1[CH:23]=[CH:24][CH:25]=[CH:26][CH:27]=1, predict the reactants needed to synthesize it. The reactants are: [CH2:1]([Li])CCC.[Si:6]([O:13][C@@H:14]1[CH2:19][CH:18]([O:20][CH2:21][C:22]2[CH:27]=[CH:26][CH:25]=[CH:24][CH:23]=2)[CH2:17][C@@H:16]([O:28][Si:29]([C:32]([CH3:35])([CH3:34])[CH3:33])([CH3:31])[CH3:30])[C:15]1=O)([C:9]([CH3:12])([CH3:11])[CH3:10])([CH3:8])[CH3:7].